This data is from Catalyst prediction with 721,799 reactions and 888 catalyst types from USPTO. The task is: Predict which catalyst facilitates the given reaction. (1) Reactant: Br[CH:2]1[C:11]2[C:6](=[CH:7][CH:8]=[C:9]([O:12][CH3:13])[CH:10]=2)[C:5](=[O:14])[C:4]([CH3:16])([CH3:15])[CH2:3]1.[N:17]([Na])=[N+:18]=[N-:19]. Product: [N:17]([CH:2]1[C:11]2[C:6](=[CH:7][CH:8]=[C:9]([O:12][CH3:13])[CH:10]=2)[C:5](=[O:14])[C:4]([CH3:16])([CH3:15])[CH2:3]1)=[N+:18]=[N-:19]. The catalyst class is: 3. (2) Reactant: [H-].[Na+].[CH3:3][N:4]([C:8]1[N:13]=[CH:12][CH:11]=[CH:10][N:9]=1)[CH2:5][CH2:6][OH:7].F[C:15]1[CH:22]=[CH:21][C:18]([CH:19]=[O:20])=[CH:17][CH:16]=1.C(OCC)(=O)C.CCCCCC. Product: [CH3:3][N:4]([C:8]1[N:9]=[CH:10][CH:11]=[CH:12][N:13]=1)[CH2:5][CH2:6][O:7][C:15]1[CH:22]=[CH:21][C:18]([CH:19]=[O:20])=[CH:17][CH:16]=1. The catalyst class is: 9. (3) Reactant: [CH3:1][C:2](=[CH2:6])[CH2:3][CH2:4][OH:5].[C:7]1(O)[CH:12]=[CH:11][CH:10]=[CH:9][CH:8]=1.C1(P(C2C=CC=CC=2)C2C=CC=CC=2)C=CC=CC=1.N(C(OC(C)(C)C)=O)=NC(OC(C)(C)C)=O. Product: [CH3:6][C:2](=[CH2:1])[CH2:3][CH2:4][O:5][C:7]1[CH:12]=[CH:11][CH:10]=[CH:9][CH:8]=1. The catalyst class is: 7. (4) Reactant: Cl.[C:2]([NH2:5])(=[NH:4])[CH3:3].C[O-].[Na+].[CH3:9][O:10][C:11]1[CH:25]=[CH:24][C:14]([CH2:15][CH:16]([C:21]([CH3:23])=O)[C:17](OC)=[O:18])=[CH:13][CH:12]=1.O. Product: [CH3:9][O:10][C:11]1[CH:25]=[CH:24][C:14]([CH2:15][C:16]2[C:17](=[O:18])[NH:4][C:2]([CH3:3])=[N:5][C:21]=2[CH3:23])=[CH:13][CH:12]=1. The catalyst class is: 5. (5) Reactant: [Br:1][C:2]1[C:10]2[N:9]=[C:8]([C:11]3[CH:16]=[CH:15][CH:14]=[CH:13][CH:12]=3)[N:7]([C:17]3[CH:22]=[CH:21][C:20]([CH3:23])=[CH:19][CH:18]=3)[C:6]=2[CH:5]=[C:4]([O:24]C)[CH:3]=1.Br. Product: [Br:1][C:2]1[C:10]2[N:9]=[C:8]([C:11]3[CH:12]=[CH:13][CH:14]=[CH:15][CH:16]=3)[N:7]([C:17]3[CH:22]=[CH:21][C:20]([CH3:23])=[CH:19][CH:18]=3)[C:6]=2[CH:5]=[C:4]([OH:24])[CH:3]=1. The catalyst class is: 15.